From a dataset of Full USPTO retrosynthesis dataset with 1.9M reactions from patents (1976-2016). Predict the reactants needed to synthesize the given product. (1) Given the product [F:23][CH:2]([F:1])[O:3][C:4]1[CH:5]=[CH:6][C:7]([C:10]2[C:11]([NH:22][C:25]3[C:34]4[C:29](=[CH:30][CH:31]=[CH:32][C:33]=4[F:35])[N:28]=[C:27]([C:36]4[CH:41]=[CH:40][CH:39]=[CH:38][N:37]=4)[C:26]=3[CH3:42])=[N:12][C:13]([N:16]3[CH2:17][CH2:18][O:19][CH2:20][CH2:21]3)=[N:14][CH:15]=2)=[CH:8][CH:9]=1, predict the reactants needed to synthesize it. The reactants are: [F:1][CH:2]([F:23])[O:3][C:4]1[CH:9]=[CH:8][C:7]([C:10]2[C:11]([NH2:22])=[N:12][C:13]([N:16]3[CH2:21][CH2:20][O:19][CH2:18][CH2:17]3)=[N:14][CH:15]=2)=[CH:6][CH:5]=1.Cl[C:25]1[C:34]2[C:29](=[CH:30][CH:31]=[CH:32][C:33]=2[F:35])[N:28]=[C:27]([C:36]2[CH:41]=[CH:40][CH:39]=[CH:38][N:37]=2)[C:26]=1[CH3:42].C1(P(C2CCCCC2)C2C=CC=CC=2C2C(C(C)C)=CC(C(C)C)=CC=2C(C)C)CCCCC1.CC(C)([O-])C.[Na+]. (2) Given the product [CH:4]([C:3]1[C:2]([O:1][CH2:16][C:17]([NH2:19])=[O:18])=[C:9]([CH3:10])[C:8]([O:11][CH2:12][CH2:13][CH3:14])=[CH:7][CH:6]=1)=[O:5], predict the reactants needed to synthesize it. The reactants are: [OH:1][C:2]1[C:9]([CH3:10])=[C:8]([O:11][CH2:12][CH2:13][CH3:14])[CH:7]=[CH:6][C:3]=1[CH:4]=[O:5].Br[CH2:16][C:17]([NH2:19])=[O:18].